Dataset: Catalyst prediction with 721,799 reactions and 888 catalyst types from USPTO. Task: Predict which catalyst facilitates the given reaction. (1) Product: [CH3:13][O:12][C:7](=[O:11])[CH:8]([CH3:10])[CH2:9][NH:6][CH2:1][CH2:2][CH:3]([CH3:5])[CH3:4]. The catalyst class is: 5. Reactant: [CH2:1]([NH2:6])[CH2:2][CH:3]([CH3:5])[CH3:4].[C:7]([O:12][CH3:13])(=[O:11])[C:8]([CH3:10])=[CH2:9]. (2) Reactant: [OH:1][C:2]1[CH:7]=[C:6]([OH:8])[C:5]([CH:9]([CH3:11])[CH3:10])=[CH:4][C:3]=1[C:12]1[O:16][N:15]=[C:14]([C:17]([NH:19][CH2:20][CH3:21])=[O:18])[C:13]=1[C:22]1[N:26]=[C:25]([CH3:27])[O:24][N:23]=1.[C:28]1(=[O:35])[O:34][C:32](=[O:33])[CH2:31][CH2:30][CH2:29]1. Product: [CH2:20]([NH:19][C:17]([C:14]1[C:13]([C:22]2[N:26]=[C:25]([CH3:27])[O:24][N:23]=2)=[C:12]([C:3]2[C:2]([OH:1])=[CH:7][C:6]([O:8][C:28](=[O:35])[CH2:29][CH2:30][CH2:31][C:32]([OH:34])=[O:33])=[C:5]([CH:9]([CH3:10])[CH3:11])[CH:4]=2)[O:16][N:15]=1)=[O:18])[CH3:21]. The catalyst class is: 277. (3) Reactant: C([O:3][C:4](=[O:15])[CH2:5][C:6]1[N:7]=[C:8]2[N:12]([CH:13]=1)[N:11]=[C:10]([CH3:14])[S:9]2)C.[OH-].[Na+]. Product: [CH3:14][C:10]1[S:9][C:8]2=[N:7][C:6]([CH2:5][C:4]([OH:15])=[O:3])=[CH:13][N:12]2[N:11]=1. The catalyst class is: 14. (4) Reactant: Cl[C:2]([O:4][CH2:5][CH3:6])=[O:3].[F:7][C:8]1[C:9]([C:26]2[CH:31]=[CH:30][C:29]([F:32])=[CH:28][C:27]=2[O:33][CH3:34])=[CH:10][C:11]([NH:14][C:15]2[CH:20]=[C:19]([CH2:21][S:22]([CH3:25])(=[NH:24])=[O:23])[CH:18]=[CH:17][N:16]=2)=[N:12][CH:13]=1. Product: [CH2:5]([O:4][C:2](=[O:3])[N:24]=[S:22]([CH2:21][C:19]1[CH:18]=[CH:17][N:16]=[C:15]([NH:14][C:11]2[CH:10]=[C:9]([C:26]3[CH:31]=[CH:30][C:29]([F:32])=[CH:28][C:27]=3[O:33][CH3:34])[C:8]([F:7])=[CH:13][N:12]=2)[CH:20]=1)([CH3:25])=[O:23])[CH3:6]. The catalyst class is: 17.